The task is: Predict the product of the given reaction.. This data is from Forward reaction prediction with 1.9M reactions from USPTO patents (1976-2016). Given the reactants [CH3:1][O:2][C:3](=[O:29])/[CH:4]=[CH:5]/[C:6]1[CH:7]=[C:8]2[C:25](=[CH:26][CH:27]=1)[O:24][C:11]1([CH2:16][CH2:15][N:14](C(OC(C)(C)C)=O)[CH2:13][CH2:12]1)[CH2:10][C:9]2=[O:28].[N:30]1[C:39]2[C:34](=[CH:35][CH:36]=[CH:37][CH:38]=2)[CH:33]=[CH:32][C:31]=1[CH:40]=O.[Na], predict the reaction product. The product is: [CH3:1][O:2][C:3](=[O:29])/[CH:4]=[CH:5]/[C:6]1[CH:7]=[C:8]2[C:25](=[CH:26][CH:27]=1)[O:24][C:11]1([CH2:12][CH2:13][N:14]([CH2:40][C:31]3[CH:32]=[CH:33][C:34]4[C:39](=[CH:38][CH:37]=[CH:36][CH:35]=4)[N:30]=3)[CH2:15][CH2:16]1)[CH2:10][C:9]2=[O:28].